From a dataset of Full USPTO retrosynthesis dataset with 1.9M reactions from patents (1976-2016). Predict the reactants needed to synthesize the given product. Given the product [Cl:1][C:2]1[CH:7]=[CH:6][C:5]([C:8]2([CH3:39])[C:12]([C:14]3[CH:15]=[CH:16][C:17]([Cl:20])=[CH:18][CH:19]=3)([CH3:13])[N:11]([C:21]([N:52]3[CH2:53][CH2:54][N:49]([CH2:48][CH2:47][CH2:46][S:43]([CH3:42])(=[O:44])=[O:45])[CH2:50][CH2:51]3)=[O:22])[C:10]([C:24]3[CH:29]=[CH:28][C:27]([C:30]([CH3:35])([CH3:34])[C:31](=[O:33])[CH3:32])=[CH:26][C:25]=3[O:36][CH2:37][CH3:38])=[N:9]2)=[CH:4][CH:3]=1, predict the reactants needed to synthesize it. The reactants are: [Cl:1][C:2]1[CH:7]=[CH:6][C:5]([C:8]2([CH3:39])[C:12]([C:14]3[CH:19]=[CH:18][C:17]([Cl:20])=[CH:16][CH:15]=3)([CH3:13])[N:11]([C:21](Cl)=[O:22])[C:10]([C:24]3[CH:29]=[CH:28][C:27]([C:30]([CH3:35])([CH3:34])[C:31](=[O:33])[CH3:32])=[CH:26][C:25]=3[O:36][CH2:37][CH3:38])=[N:9]2)=[CH:4][CH:3]=1.Cl.Cl.[CH3:42][S:43]([CH2:46][CH2:47][CH2:48][N:49]1[CH2:54][CH2:53][NH:52][CH2:51][CH2:50]1)(=[O:45])=[O:44].